This data is from NCI-60 drug combinations with 297,098 pairs across 59 cell lines. The task is: Regression. Given two drug SMILES strings and cell line genomic features, predict the synergy score measuring deviation from expected non-interaction effect. (1) Drug 1: CCC(=C(C1=CC=CC=C1)C2=CC=C(C=C2)OCCN(C)C)C3=CC=CC=C3.C(C(=O)O)C(CC(=O)O)(C(=O)O)O. Drug 2: C1=NC2=C(N=C(N=C2N1C3C(C(C(O3)CO)O)F)Cl)N. Cell line: NCIH23. Synergy scores: CSS=25.0, Synergy_ZIP=-9.21, Synergy_Bliss=-1.80, Synergy_Loewe=-27.2, Synergy_HSA=-5.41. (2) Drug 1: C1=C(C(=O)NC(=O)N1)N(CCCl)CCCl. Drug 2: N.N.Cl[Pt+2]Cl. Cell line: RPMI-8226. Synergy scores: CSS=8.54, Synergy_ZIP=6.69, Synergy_Bliss=-0.869, Synergy_Loewe=-14.8, Synergy_HSA=-8.81. (3) Drug 1: C1=C(C(=O)NC(=O)N1)N(CCCl)CCCl. Drug 2: CN1C(=O)N2C=NC(=C2N=N1)C(=O)N. Cell line: SNB-75. Synergy scores: CSS=27.2, Synergy_ZIP=8.86, Synergy_Bliss=9.98, Synergy_Loewe=-3.39, Synergy_HSA=8.07. (4) Drug 1: C1=CN(C(=O)N=C1N)C2C(C(C(O2)CO)O)O.Cl. Drug 2: CC1=C(C=C(C=C1)NC(=O)C2=CC=C(C=C2)CN3CCN(CC3)C)NC4=NC=CC(=N4)C5=CN=CC=C5. Cell line: NCI/ADR-RES. Synergy scores: CSS=40.1, Synergy_ZIP=-4.57, Synergy_Bliss=-3.65, Synergy_Loewe=-36.9, Synergy_HSA=-2.59.